Dataset: Reaction yield outcomes from USPTO patents with 853,638 reactions. Task: Predict the reaction yield, written as a fraction of the theoretical maximum amount of product (1.0 means a 100% yield; for example, 0.34 means a 34% yield). (1) The reactants are [CH2:1]([OH:8])[C:2]1[CH:7]=[CH:6][CH:5]=[CH:4][CH:3]=1.Cl[S:10]([N:13]=[C:14]=[O:15])(=[O:12])=[O:11].[NH2:16][CH2:17][CH2:18][C:19]1[CH:24]=[CH:23][CH:22]=[CH:21][N:20]=1.Cl. The catalyst is C(#N)C.N1C=CC=CC=1. The product is [N:20]1[CH:21]=[CH:22][CH:23]=[CH:24][C:19]=1[CH2:18][CH2:17][NH:16][S:10]([NH:13][C:14](=[O:15])[O:8][CH2:1][C:2]1[CH:7]=[CH:6][CH:5]=[CH:4][CH:3]=1)(=[O:12])=[O:11]. The yield is 0.740. (2) The reactants are [N:1]1[C:5]2[CH:6]=[CH:7][CH:8]=[CH:9][C:4]=2[NH:3][C:2]=1[CH2:10][CH2:11][C:12]1[CH:17]=[CH:16][CH:15]=[C:14]([O:18][CH2:19][CH3:20])[CH:13]=1.C([O-])([O-])=O.[K+].[K+].Br[CH2:28][CH:29]([CH3:31])[CH3:30]. The catalyst is CN(C=O)C. The product is [CH2:19]([O:18][C:14]1[CH:13]=[C:12]([CH2:11][CH2:10][C:2]2[N:3]([CH2:28][CH:29]([CH3:31])[CH3:30])[C:4]3[CH:9]=[CH:8][CH:7]=[CH:6][C:5]=3[N:1]=2)[CH:17]=[CH:16][CH:15]=1)[CH3:20]. The yield is 0.690. (3) The reactants are [C:1]1([CH2:7][CH2:8][CH2:9][CH2:10][CH2:11][CH2:12][CH2:13][CH2:14][NH:15][C:16](=[O:38])[C:17]2[CH:22]=[C:21]([C:23]3[CH:28]=[CH:27][CH:26]=[C:25]([C:29]([F:32])([F:31])[F:30])[CH:24]=3)[C:20]([O:33][CH2:34][CH2:35][OH:36])=[C:19]([Br:37])[CH:18]=2)[CH:6]=[CH:5][CH:4]=[CH:3][CH:2]=1.ClC(Cl)(Cl)[C:41]([N:43]=C=O)=[O:42]. The catalyst is C(Cl)Cl. The product is [Br:37][C:19]1[C:20]([O:33][CH2:34][CH2:35][O:36][C:41](=[O:42])[NH2:43])=[C:21]([C:23]2[CH:28]=[CH:27][CH:26]=[C:25]([C:29]([F:32])([F:30])[F:31])[CH:24]=2)[CH:22]=[C:17]([C:16](=[O:38])[NH:15][CH2:14][CH2:13][CH2:12][CH2:11][CH2:10][CH2:9][CH2:8][CH2:7][C:1]2[CH:2]=[CH:3][CH:4]=[CH:5][CH:6]=2)[CH:18]=1. The yield is 0.620. (4) The reactants are [NH2:1][C:2]1[CH:7]=[CH:6][C:5]([Cl:8])=[CH:4][C:3]=1[OH:9].C(=O)(O)[O-].[Na+].[C:15](Cl)(=[O:22])[C:16]1[CH:21]=[CH:20][CH:19]=[CH:18][CH:17]=1. The yield is 0.820. The catalyst is CCOC(C)=O.O. The product is [Cl:8][C:5]1[CH:6]=[CH:7][C:2]([NH:1][C:15](=[O:22])[C:16]2[CH:21]=[CH:20][CH:19]=[CH:18][CH:17]=2)=[C:3]([OH:9])[CH:4]=1. (5) The yield is 0.830. The reactants are [OH:1][C:2]1[N:10]=[CH:9][CH:8]=[CH:7][C:3]=1[C:4]([OH:6])=[O:5].[OH:11][S:12](O)(=[O:14])=[O:13].O=S(=O)=O. No catalyst specified. The product is [OH:1][C:2]1[N:10]=[CH:9][C:8]([S:12]([OH:14])(=[O:13])=[O:11])=[CH:7][C:3]=1[C:4]([OH:6])=[O:5]. (6) The reactants are C(OC(=O)[NH:7][CH2:8][CH2:9][NH:10][CH:11]1[CH2:16][CH2:15][O:14][CH2:13][CH2:12]1)(C)(C)C.C(N(CC)CC)C.ClCC(Cl)=O.[H-].[Na+].[C:32]([OH:38])([C:34](F)(F)F)=O. The catalyst is C(Cl)Cl.C1COCC1. The product is [O:14]1[CH2:15][CH2:16][CH:11]([N:10]2[CH2:9][CH2:8][NH:7][CH2:34][C:32]2=[O:38])[CH2:12][CH2:13]1. The yield is 0.860. (7) The reactants are [Br:1][C:2]1[CH:7]=[CH:6][C:5]([C:8](=O)[C:9]([C:11]2[CH:16]=[CH:15][CH:14]=[CH:13][CH:12]=2)=O)=[CH:4][CH:3]=1.[C:18]1([NH2:25])[CH:23]=[CH:22][CH:21]=[CH:20][C:19]=1[NH2:24]. The catalyst is C(O)C. The product is [Br:1][C:2]1[CH:7]=[CH:6][C:5]([C:8]2[C:9]([C:11]3[CH:16]=[CH:15][CH:14]=[CH:13][CH:12]=3)=[N:25][C:18]3[C:19](=[CH:20][CH:21]=[CH:22][CH:23]=3)[N:24]=2)=[CH:4][CH:3]=1. The yield is 0.690.